The task is: Predict the reactants needed to synthesize the given product.. This data is from Full USPTO retrosynthesis dataset with 1.9M reactions from patents (1976-2016). (1) Given the product [F:1][C:2]1[CH:7]=[CH:6][C:5]([C:8]2[N:21]=[C:22]([C:23]3[CH:28]=[CH:27][CH:26]=[CH:25][CH:24]=3)[N:30]([CH2:31][CH2:32][C@H:33]3[O:38][B:37]([C:39]4[CH:40]=[CH:41][CH:42]=[CH:43][CH:44]=4)[O:36][C@@H:35]([CH2:45][C:46]([O:48][C:49]([CH3:52])([CH3:51])[CH3:50])=[O:47])[CH2:34]3)[C:9]=2[C:10]2[CH:15]=[CH:14][N:13]=[C:12]([S:16][CH2:17][CH2:18][CH3:19])[N:11]=2)=[CH:4][CH:3]=1, predict the reactants needed to synthesize it. The reactants are: [F:1][C:2]1[CH:7]=[CH:6][C:5]([CH:8]([NH:21][C:22](=O)[C:23]2[CH:28]=[CH:27][CH:26]=[CH:25][CH:24]=2)[C:9](=O)[C:10]2[CH:15]=[CH:14][N:13]=[C:12]([S:16][CH2:17][CH2:18][CH3:19])[N:11]=2)=[CH:4][CH:3]=1.[NH2:30][CH2:31][CH2:32][C@H:33]1[O:38][B:37]([C:39]2[CH:44]=[CH:43][CH:42]=[CH:41][CH:40]=2)[O:36][C@@H:35]([CH2:45][C:46]([O:48][C:49]([CH3:52])([CH3:51])[CH3:50])=[O:47])[CH2:34]1.C(O)(=O)C. (2) Given the product [C:1]([C:13]1[CH:12]=[CH:11][C:10]([OH:14])=[CH:9][C:8]=1[F:7])([CH3:4])([CH3:3])[CH3:2], predict the reactants needed to synthesize it. The reactants are: [C:1](OC)([CH3:4])([CH3:3])[CH3:2].[F:7][C:8]1[CH:9]=[C:10]([OH:14])[CH:11]=[CH:12][CH:13]=1. (3) The reactants are: [NH2:1][C:2]1[CH:6]=[C:5]([C:7]2[CH:12]=[CH:11][N:10]=[CH:9][CH:8]=2)[S:4][C:3]=1[C:13]([NH2:15])=[O:14].[S:16]1(=[O:23])[CH2:21][CH2:20][C:19](=O)[CH2:18][CH2:17]1.C1(C)C=CC(S(O)(=O)=O)=CC=1. Given the product [N:10]1[CH:9]=[CH:8][C:7]([C:5]2[S:4][C:3]3[C:13](=[O:14])[NH:15][C:19]4([CH2:20][CH2:21][S:16](=[O:23])[CH2:17][CH2:18]4)[NH:1][C:2]=3[CH:6]=2)=[CH:12][CH:11]=1, predict the reactants needed to synthesize it. (4) Given the product [Cl:20][C:16]1[C:17]([Cl:19])=[CH:18][CH:13]=[CH:14][C:15]=1[N:21]1[CH2:26][CH2:25][N:24]([CH2:27][CH2:28][CH2:29][CH2:30][O:31][C:32]2[CH:37]=[C:36]3[C:35]([CH2:42][CH2:41][C:39](=[O:40])[N:38]3[C:43](=[O:47])[CH:44]([CH3:46])[CH3:45])=[CH:34][CH:33]=2)[CH2:23][CH2:22]1, predict the reactants needed to synthesize it. The reactants are: C(NC(C)C)(C)C.[Li]CCCC.[CH:13]1[CH:14]=[C:15]([N:21]2[CH2:26][CH2:25][N:24]([CH2:27][CH2:28][CH2:29][CH2:30][O:31][C:32]3[CH:33]=[CH:34][C:35]4[CH2:42][CH2:41][C:39](=[O:40])[NH:38][C:36]=4[CH:37]=3)[CH2:23][CH2:22]2)[C:16]([Cl:20])=[C:17]([Cl:19])[CH:18]=1.[C:43](Cl)(=[O:47])[CH:44]([CH3:46])[CH3:45]. (5) Given the product [Br:6][CH:7]([CH2:11][OH:12])[C:8]([O:10][CH2:13][CH3:14])=[O:9], predict the reactants needed to synthesize it. The reactants are: S(=O)(=O)(O)O.[Br:6][CH:7]([CH2:11][OH:12])[C:8]([OH:10])=[O:9].[CH2:13](O)[CH3:14]. (6) Given the product [CH2:15]([CH:16]1[CH2:17][CH2:12][N:11]([C:23]([O:9][C:3]2[CH:4]=[CH:5][C:6]([Br:8])=[CH:7][C:2]=2[Br:1])=[O:29])[CH2:18][CH2:31]1)[C:14]#[CH:13], predict the reactants needed to synthesize it. The reactants are: [Br:1][C:2]1[CH:7]=[C:6]([Br:8])[CH:5]=[CH:4][C:3]=1[OH:9].C[N:11]([CH3:18])[C:12]1[CH:17]=[CH:16][CH:15]=[CH:14][CH:13]=1.ClC(Cl)(O[C:23](=[O:29])OC(Cl)(Cl)Cl)Cl.[CH2:31]1COCC1.